This data is from NCI-60 drug combinations with 297,098 pairs across 59 cell lines. The task is: Regression. Given two drug SMILES strings and cell line genomic features, predict the synergy score measuring deviation from expected non-interaction effect. Drug 1: CS(=O)(=O)C1=CC(=C(C=C1)C(=O)NC2=CC(=C(C=C2)Cl)C3=CC=CC=N3)Cl. Drug 2: COC1=NC(=NC2=C1N=CN2C3C(C(C(O3)CO)O)O)N. Cell line: BT-549. Synergy scores: CSS=-2.00, Synergy_ZIP=0.818, Synergy_Bliss=2.18, Synergy_Loewe=-2.40, Synergy_HSA=-0.392.